From a dataset of Full USPTO retrosynthesis dataset with 1.9M reactions from patents (1976-2016). Predict the reactants needed to synthesize the given product. Given the product [C:24]([C:19]1[C:7]2[CH2:6][C:5](=[CH:4][CH2:3][CH2:2][Br:1])[C:15]3[C:10]([O:9][C:8]=2[CH:16]=[CH:17][CH:18]=1)=[N:11][CH:12]=[CH:13][CH:14]=3)(=[O:26])[CH3:25], predict the reactants needed to synthesize it. The reactants are: [Br:1][CH2:2][CH2:3][CH:4]=[C:5]1[C:15]2[C:10](=[N:11][CH:12]=[CH:13][CH:14]=2)[O:9][C:8]2[CH:16]=[CH:17][CH:18]=[CH:19][C:7]=2[CH2:6]1.[Cl-].[Al+3].[Cl-].[Cl-].[C:24](Cl)(=[O:26])[CH3:25].